Dataset: Forward reaction prediction with 1.9M reactions from USPTO patents (1976-2016). Task: Predict the product of the given reaction. Given the reactants [CH2:1]([O:8][C:9]1[CH:14]=[CH:13][C:12]([C:15]2[NH:29][C:18]3=[N:19][C:20]([CH:23]4[CH2:28][CH2:27][NH:26][CH2:25][CH2:24]4)=[CH:21][CH:22]=[C:17]3[N:16]=2)=[CH:11][CH:10]=1)[C:2]1[CH:7]=[CH:6][CH:5]=[CH:4][CH:3]=1.CCN(C(C)C)C(C)C.Cl[C:40]([O:42][CH2:43][CH3:44])=[O:41].O, predict the reaction product. The product is: [CH2:1]([O:8][C:9]1[CH:14]=[CH:13][C:12]([C:15]2[NH:29][C:18]3=[N:19][C:20]([CH:23]4[CH2:28][CH2:27][N:26]([C:40]([O:42][CH2:43][CH3:44])=[O:41])[CH2:25][CH2:24]4)=[CH:21][CH:22]=[C:17]3[N:16]=2)=[CH:11][CH:10]=1)[C:2]1[CH:3]=[CH:4][CH:5]=[CH:6][CH:7]=1.